From a dataset of Reaction yield outcomes from USPTO patents with 853,638 reactions. Predict the reaction yield, written as a fraction of the theoretical maximum amount of product (1.0 means a 100% yield; for example, 0.34 means a 34% yield). (1) The reactants are [NH2:1][CH2:2][C:3]1[C:12](=[O:13])[C:11]2[C:6](=[CH:7][C:8]([Cl:14])=[CH:9][CH:10]=2)[N:5]([C:15]2[CH:20]=[CH:19][CH:18]=[CH:17][CH:16]=2)[CH:4]=1.C(N(CC)C(C)C)(C)C.Cl[C:31]1[CH:36]=[C:35](Cl)[N:34]=[CH:33][N:32]=1.[NH:38]1[CH2:43][CH2:42][CH2:41][CH2:40][CH2:39]1. The catalyst is CN1C(=O)CCC1. The product is [Cl:14][C:8]1[CH:7]=[C:6]2[C:11]([C:12](=[O:13])[C:3]([CH2:2][NH:1][C:31]3[CH:36]=[C:35]([N:38]4[CH2:43][CH2:42][CH2:41][CH2:40][CH2:39]4)[N:34]=[CH:33][N:32]=3)=[CH:4][N:5]2[C:15]2[CH:16]=[CH:17][CH:18]=[CH:19][CH:20]=2)=[CH:10][CH:9]=1. The yield is 0.530. (2) The reactants are [Br:1][C:2]1[N:7]=[C:6]([CH2:8][CH2:9][O:10][CH2:11][N:12]2[C:16]3[CH:17]=[CH:18][CH:19]=[CH:20][C:15]=3[N:14]=[C:13]2[NH:21][CH:22]2[CH2:27][CH2:26][N:25](C(OC(C)(C)C)=O)[CH2:24][CH2:23]2)[CH:5]=[CH:4][CH:3]=1. The catalyst is CC(O)C.Br.CC(O)=O. The product is [Br:1][C:2]1[N:7]=[C:6]([CH2:8][CH2:9][O:10][CH2:11][N:12]2[C:16]3[CH:17]=[CH:18][CH:19]=[CH:20][C:15]=3[N:14]=[C:13]2[NH:21][CH:22]2[CH2:27][CH2:26][NH:25][CH2:24][CH2:23]2)[CH:5]=[CH:4][CH:3]=1. The yield is 0.196. (3) The catalyst is CO. The product is [F:35][CH:33]([F:34])[CH2:32][O:31][C:18]1[C:19]([C:27]([CH3:29])([CH3:28])[CH3:30])=[CH:20][C:21]([C:23]([CH3:26])([CH3:25])[CH3:24])=[CH:22][C:17]=1[C:16]1[C:10]2[CH:9]=[C:8]([C:6]([CH3:7])=[CH:5][C:4]([OH:36])=[O:3])[S:12][C:11]=2[CH:13]=[CH:14][CH:15]=1. The reactants are C([O:3][C:4](=[O:36])[CH:5]=[C:6]([C:8]1[S:12][C:11]2[CH:13]=[CH:14][CH:15]=[C:16]([C:17]3[CH:22]=[C:21]([C:23]([CH3:26])([CH3:25])[CH3:24])[CH:20]=[C:19]([C:27]([CH3:30])([CH3:29])[CH3:28])[C:18]=3[O:31][CH2:32][CH:33]([F:35])[F:34])[C:10]=2[CH:9]=1)[CH3:7])C.C1COCC1.[Li+].[OH-]. The yield is 0.580. (4) The product is [OH:17][CH:16]([C:15]1[N:11]([CH3:10])[N:12]=[CH:13][C:14]=1[N+:18]([O-:20])=[O:19])[CH2:2][C:3]([O:5][C:6]([CH3:9])([CH3:8])[CH3:7])=[O:4]. The catalyst is CCOCC.C[Si](Cl)(C)C.BrCCBr.C1COCC1.CCOC(C)=O.[Cl-].[NH4+].[Zn]. The reactants are Br[CH2:2][C:3]([O:5][C:6]([CH3:9])([CH3:8])[CH3:7])=[O:4].[CH3:10][N:11]1[C:15]([CH:16]=[O:17])=[C:14]([N+:18]([O-:20])=[O:19])[CH:13]=[N:12]1. The yield is 0.770. (5) The reactants are [Cl:1][C:2]1[CH:3]=[C:4]2[C:10]([C:11]3[N:16]=[C:15]([NH:17][CH:18]4[CH2:21][N:20]([C:22]([O:24][C@H:25]5[CH2:29][CH2:28][O:27][CH2:26]5)=[O:23])[CH2:19]4)[C:14]([F:30])=[CH:13][N:12]=3)=[CH:9][N:8](S(C3C=CC(C)=CC=3)(=O)=O)[C:5]2=[N:6][CH:7]=1.C[O-].[Na+].CO. The catalyst is CO. The product is [Cl:1][C:2]1[CH:3]=[C:4]2[C:10]([C:11]3[N:16]=[C:15]([NH:17][CH:18]4[CH2:19][N:20]([C:22]([O:24][C@H:25]5[CH2:29][CH2:28][O:27][CH2:26]5)=[O:23])[CH2:21]4)[C:14]([F:30])=[CH:13][N:12]=3)=[CH:9][NH:8][C:5]2=[N:6][CH:7]=1. The yield is 0.550. (6) The reactants are [N:1]([C:4]1[C:9]([F:10])=[CH:8][N:7]=[CH:6][C:5]=1/[CH:11]=[N:12]/[C:13]1[C:18]([F:19])=[CH:17][CH:16]=[CH:15][C:14]=1[Cl:20])=[N+]=[N-]. The catalyst is C1(C)C=CC=CC=1. The product is [Cl:20][C:14]1[CH:15]=[CH:16][CH:17]=[C:18]([F:19])[C:13]=1[N:12]1[CH:11]=[C:5]2[CH:6]=[N:7][CH:8]=[C:9]([F:10])[C:4]2=[N:1]1. The yield is 0.630. (7) The reactants are [C:1]1([CH2:7][CH2:8][C:9]([N:11]2[CH2:16][CH2:15][CH:14]([CH2:17][N:18]3[C:27]4[C:22](=[CH:23][C:24]([C:28]5[CH:29]=[N:30][N:31](C6CCCCO6)[CH:32]=5)=[CH:25][CH:26]=4)[CH2:21][CH2:20][CH2:19]3)[CH2:13][CH2:12]2)=[O:10])[CH:6]=[CH:5][CH:4]=[CH:3][CH:2]=1.CC1C=CC(S(O)(=O)=O)=CC=1.CO.ClCCl. The catalyst is CO. The product is [NH:30]1[CH:29]=[C:28]([C:24]2[CH:23]=[C:22]3[C:27](=[CH:26][CH:25]=2)[N:18]([CH2:17][CH:14]2[CH2:13][CH2:12][N:11]([C:9](=[O:10])[CH2:8][CH2:7][C:1]4[CH:2]=[CH:3][CH:4]=[CH:5][CH:6]=4)[CH2:16][CH2:15]2)[CH2:19][CH2:20][CH2:21]3)[CH:32]=[N:31]1. The yield is 0.600. (8) The reactants are [NH:1]1[CH2:6][CH2:5][O:4][CH2:3][C:2]1=[O:7].[H-].[Na+].Br[CH2:11][C:12]([O:14][CH2:15][C:16]1[CH:21]=[CH:20][CH:19]=[CH:18][CH:17]=1)=[O:13].O. The catalyst is CN(C)C=O.C(OCC)(=O)C. The product is [O:7]=[C:2]1[CH2:3][O:4][CH2:5][CH2:6][N:1]1[CH2:11][C:12]([O:14][CH2:15][C:16]1[CH:21]=[CH:20][CH:19]=[CH:18][CH:17]=1)=[O:13]. The yield is 0.590. (9) The reactants are [N+:1]([C:4]1[CH:5]=[C:6](C(O)=O)[CH:7]=[C:8]2[C:13]=1[N:12]=[CH:11][CH:10]=[CH:9]2)([O-:3])=[O:2].C1C=CC(P(N=[N+]=[N-])(C2C=CC=CC=2)=[O:24])=CC=1.CC[N:36]([CH2:39]C)CC.[CH3:41][C:42]([OH:45])([CH3:44])[CH3:43]. No catalyst specified. The product is [C:42]([O:45][C:39]([NH:36][C:6]1[CH:7]=[C:8]2[C:13](=[C:4]([N+:1]([O-:3])=[O:2])[CH:5]=1)[N:12]=[CH:11][CH:10]=[CH:9]2)=[O:24])([CH3:44])([CH3:43])[CH3:41]. The yield is 0.600. (10) The reactants are C(OC([NH:8][CH:9]([C:21]1[CH:26]=[CH:25][C:24]([Cl:27])=[CH:23][CH:22]=1)[C:10]([O:12][C@@H:13]1[CH:18]2[CH2:19][CH2:20][N:15]([CH2:16][CH2:17]2)[CH2:14]1)=[O:11])=O)(C)(C)C.[ClH:28]. The catalyst is C1COCC1. The product is [ClH:27].[ClH:28].[NH2:8][CH:9]([C:21]1[CH:22]=[CH:23][C:24]([Cl:27])=[CH:25][CH:26]=1)[C:10]([O:12][C@@H:13]1[CH:18]2[CH2:17][CH2:16][N:15]([CH2:20][CH2:19]2)[CH2:14]1)=[O:11]. The yield is 1.00.